Predict which catalyst facilitates the given reaction. From a dataset of Catalyst prediction with 721,799 reactions and 888 catalyst types from USPTO. (1) Reactant: [F:1][C:2]([F:7])([F:6])[C:3]([OH:5])=[O:4]. Product: [F:1][C:2]([F:7])([F:6])[C:3]([OH:5])=[O:4].[CH3:3][OH:4]. The catalyst class is: 2. (2) Reactant: [CH3:1][N:2]([CH3:9])[C:3](=[O:8])[C:4]([O:6][CH3:7])=[O:5].[CH:10]1(O)[CH2:15][CH2:14]C[CH2:12][CH2:11]1.S(=O)(=O)(O)O. Product: [CH3:1][N:2]([CH3:9])[C:3](=[O:8])[C:4]([O:6][CH:7]1[CH2:14][CH2:15][CH2:10][CH2:11][CH2:12]1)=[O:5]. The catalyst class is: 5.